Dataset: Catalyst prediction with 721,799 reactions and 888 catalyst types from USPTO. Task: Predict which catalyst facilitates the given reaction. (1) Reactant: [F:1][C@@H:2]1[CH2:7][C@H:6]2[C@H:8]3[C@H:18]([CH2:19][CH2:20][C@:4]2([CH3:5])[C:3]1=[O:22])[C@:16]1([CH3:17])[C@H:11]([CH2:12][C@H:13]([OH:21])[CH2:14][CH2:15]1)[CH2:10][CH2:9]3.CC(OI1(OC(C)=O)(OC(C)=O)OC(=O)C2C=CC=CC1=2)=O. Product: [F:1][C@@H:2]1[CH2:7][C@H:6]2[C@H:8]3[C@H:18]([CH2:19][CH2:20][C@:4]2([CH3:5])[C:3]1=[O:22])[C@:16]1([CH3:17])[C@H:11]([CH2:12][C:13](=[O:21])[CH2:14][CH2:15]1)[CH2:10][CH2:9]3. The catalyst class is: 4. (2) Reactant: [CH:1]([N:4]1[C:8]([C:9]2[N:18]=[C:17]3[N:11]([CH2:12][CH2:13][O:14][C:15]4[CH:22]=[C:21]([OH:23])[N:20]=[CH:19][C:16]=43)[CH:10]=2)=[N:7][CH:6]=[N:5]1)([CH3:3])[CH3:2].[CH3:24][O:25][C:26](=[O:32])[CH:27](O)[CH:28]([CH3:30])[CH3:29].CO. Product: [CH3:24][O:25][C:26](=[O:32])[CH:27]([O:23][C:21]1[N:20]=[CH:19][C:16]2[C:17]3[N:11]([CH2:12][CH2:13][O:14][C:15]=2[CH:22]=1)[CH:10]=[C:9]([C:8]1[N:4]([CH:1]([CH3:3])[CH3:2])[N:5]=[CH:6][N:7]=1)[N:18]=3)[CH:28]([CH3:30])[CH3:29]. The catalyst class is: 13.